Dataset: Catalyst prediction with 721,799 reactions and 888 catalyst types from USPTO. Task: Predict which catalyst facilitates the given reaction. (1) Reactant: [CH3:1][C:2]1([CH3:25])[C:6]([CH3:8])([CH3:7])[O:5][B:4]([C:9]2[CH:14]=[CH:13][C:12]([NH:15][C:16](=O)[O:17]C3C=CC=CC=3)=[CH:11][CH:10]=2)[O:3]1.[CH3:26][NH2:27].C1COCC1. Product: [CH3:26][NH:27][C:16]([NH:15][C:12]1[CH:13]=[CH:14][C:9]([B:4]2[O:3][C:2]([CH3:25])([CH3:1])[C:6]([CH3:8])([CH3:7])[O:5]2)=[CH:10][CH:11]=1)=[O:17]. The catalyst class is: 1. (2) Reactant: [OH:1][C:2]1[C:11]([N+:12]([O-])=O)=[CH:10][CH:9]=[CH:8][C:3]=1[C:4]([O:6][CH3:7])=[O:5].[H][H]. Product: [NH2:12][C:11]1[C:2]([OH:1])=[C:3]([CH:8]=[CH:9][CH:10]=1)[C:4]([O:6][CH3:7])=[O:5]. The catalyst class is: 19. (3) Reactant: [CH3:1][N:2]([CH3:5])[CH:3]=O.[Br:6][C:7]1[CH:8]=[C:9]([N+:14]([O-:16])=[O:15])[C:10]([CH3:13])=[N:11][CH:12]=1.COC(OC)N(C)C.O. Product: [Br:6][C:7]1[CH:8]=[C:9]([N+:14]([O-:16])=[O:15])[C:10](/[CH:13]=[CH:3]/[N:2]([CH3:5])[CH3:1])=[N:11][CH:12]=1. The catalyst class is: 32. (4) Reactant: [OH:1][C@@H:2]1[C@@H:6]([OH:7])[C@H:5]([CH3:8])[O:4][C:3]1=[O:9].[CH3:10][C:11](=[CH2:21])[CH2:12]OC(=O)O[CH2:10][C:11]([CH3:12])=[CH2:21].[C:22](=O)=O.[CH2:25]1[CH2:29]OC[CH2:26]1. Product: [CH3:8][C@@H:5]1[O:4][C:3](=[O:9])[C@H:2]([O:1][CH2:12][C:11]([CH3:21])=[CH2:10])[C@H:6]1[O:7][CH2:22][C:25]([CH3:26])=[CH2:29]. The catalyst class is: 73. (5) Reactant: [CH3:1][C:2]1[N:3]=[C:4]([CH3:25])[N:5]2[C:10]=1[C:9]([N:11]1[CH:15]=NC=N1)=[N:8][C:7]([C:16]1[CH:21]=[CH:20][CH:19]=[C:18]([N+:22]([O-:24])=[O:23])[CH:17]=1)=[N:6]2.[CH3:26][O:27][C:28]1[CH:29]=C([CH:32]=[C:33]([O:37][CH3:38])[C:34]=1[O:35][CH3:36])N.C(=O)([O-])[O-].[K+].[K+]. Product: [CH3:1][C:2]1[N:3]=[C:4]([CH3:25])[N:5]2[C:10]=1[C:9]([NH:11][C:15]1[CH:29]=[C:28]([O:27][CH3:26])[C:34]([O:35][CH3:36])=[C:33]([O:37][CH3:38])[CH:32]=1)=[N:8][C:7]([C:16]1[CH:21]=[CH:20][CH:19]=[C:18]([N+:22]([O-:24])=[O:23])[CH:17]=1)=[N:6]2. The catalyst class is: 3. (6) Reactant: [C:1]1([C:7](=[O:12])[C:8](=[N:10][OH:11])[CH3:9])[CH:6]=[CH:5][CH:4]=[CH:3][CH:2]=1.[C:13]1([CH3:21])[CH:18]=[CH:17][C:16]([CH:19]=O)=[CH:15][CH:14]=1.Cl. Product: [CH3:9][C:8]1[N+:10]([O-:11])=[C:21]([C:13]2[CH:18]=[CH:17][C:16]([CH3:19])=[CH:15][CH:14]=2)[O:12][C:7]=1[C:1]1[CH:6]=[CH:5][CH:4]=[CH:3][CH:2]=1. The catalyst class is: 15.